Dataset: Full USPTO retrosynthesis dataset with 1.9M reactions from patents (1976-2016). Task: Predict the reactants needed to synthesize the given product. (1) Given the product [CH2:1]([O:3][C:4](=[O:26])[CH:5]([NH:17][C:18]1[CH:19]=[CH:20][C:21]([C:24]#[N:25])=[CH:22][CH:23]=1)[C:6]1[CH:11]=[C:10]([O:12][CH2:13][CH3:14])[CH:9]=[C:8]([O:15][C@@H:28]2[CH2:32][CH2:31][O:30][CH2:29]2)[C:7]=1[F:16])[CH3:2], predict the reactants needed to synthesize it. The reactants are: [CH2:1]([O:3][C:4](=[O:26])[CH:5]([NH:17][C:18]1[CH:23]=[CH:22][C:21]([C:24]#[N:25])=[CH:20][CH:19]=1)[C:6]1[CH:11]=[C:10]([O:12][CH2:13][CH3:14])[CH:9]=[C:8]([OH:15])[C:7]=1[F:16])[CH3:2].O[C@H:28]1[CH2:32][CH2:31][O:30][CH2:29]1.C1(P(C2C=CC=CC=2)C2C=CC=CC=2)C=CC=CC=1.N(C(OCC)=O)=NC(OCC)=O. (2) Given the product [NH2:21][C:11]1[S:12][CH2:13][C@@H:14]2[CH2:15][C@H:16]([CH2:19][OH:20])[O:17][CH2:18][C@:9]2([C:7]2[C:6]([F:30])=[CH:5][C:4]([F:31])=[C:3]([CH:8]=2)[C:1]#[N:2])[N:10]=1, predict the reactants needed to synthesize it. The reactants are: [C:1]([C:3]1[C:4]([F:31])=[CH:5][C:6]([F:30])=[C:7]([C:9]23[CH2:18][O:17][C@@H:16]([CH2:19][OH:20])[CH2:15][CH:14]2[CH2:13][S:12][C:11]([NH:21]C(=O)C2C=CC=CC=2)=[N:10]3)[CH:8]=1)#[N:2].NC1SC[C@@H]2C[C@H](COCC3C=CC=CC=3)OC[C@]2(C2C(F)=CC(F)=C(C=2)C#N)N=1. (3) Given the product [C:17]1([C:7]([C:1]2[CH:2]=[CH:3][CH:4]=[CH:5][CH:6]=2)=[N:8][N:9]([CH2:24][CH2:25][C:26]2[CH:31]=[CH:30][CH:29]=[CH:28][CH:27]=2)[C:10]2[CH:11]=[CH:12][C:13]([CH3:16])=[CH:14][CH:15]=2)[CH:22]=[CH:21][CH:20]=[CH:19][CH:18]=1, predict the reactants needed to synthesize it. The reactants are: [C:1]1([C:7]([C:17]2[CH:22]=[CH:21][CH:20]=[CH:19][CH:18]=2)=[N:8][NH:9][C:10]2[CH:15]=[CH:14][C:13]([CH3:16])=[CH:12][CH:11]=2)[CH:6]=[CH:5][CH:4]=[CH:3][CH:2]=1.Br[CH2:24][CH2:25][C:26]1[CH:31]=[CH:30][CH:29]=[CH:28][CH:27]=1. (4) Given the product [CH3:17][O:16][C:14]1[C:15]2[NH:3][C:4]3[C:9](=[CH:8][CH:7]=[CH:6][CH:5]=3)[C:10]=2[C:11]([S:18]([NH:21][C:22]2[CH:23]=[CH:24][C:25]([O:28][CH3:29])=[CH:26][CH:27]=2)(=[O:19])=[O:20])=[CH:12][CH:13]=1, predict the reactants needed to synthesize it. The reactants are: C([N:3]1[C:15]2[C:14]([O:16][CH3:17])=[CH:13][CH:12]=[C:11]([S:18]([NH:21][C:22]3[CH:27]=[CH:26][C:25]([O:28][CH3:29])=[CH:24][CH:23]=3)(=[O:20])=[O:19])[C:10]=2[C:9]2[C:4]1=[CH:5][CH:6]=[CH:7][CH:8]=2)=O.[BH4-].[Na+]. (5) Given the product [CH3:16][N:17]([CH2:19][C:20]1[CH:27]=[C:11]([CH:12]=[CH:13][CH:21]=1)[CH:15]=[O:14])[CH3:18], predict the reactants needed to synthesize it. The reactants are: [H-].C([Al+]CC(C)C)C(C)C.[CH2:11]1[CH2:15][O:14][CH2:13][CH2:12]1.[CH3:16][N:17]([CH2:19][C:20]1[CH:21]=C(C=C[CH:27]=1)C#N)[CH3:18]. (6) Given the product [Cl:1][C:2]1[CH:7]=[C:6]2[NH:8][C:9](=[O:38])[C:10]3([CH:15]([C:16]4[CH:21]=[C:20]([Cl:22])[CH:19]=[CH:18][C:17]=4[O:23][C:24]([CH3:28])([CH3:27])[C:25]([NH:55][S:52]([CH3:51])(=[O:54])=[O:53])=[O:26])[CH2:14][C:13](=[O:29])[NH:12][CH:11]3[C:30]3[CH:35]=[C:34]([F:36])[CH:33]=[CH:32][C:31]=3[CH3:37])[C:5]2=[CH:4][CH:3]=1, predict the reactants needed to synthesize it. The reactants are: [Cl:1][C:2]1[CH:7]=[C:6]2[NH:8][C:9](=[O:38])[C:10]3([CH:15]([C:16]4[CH:21]=[C:20]([Cl:22])[CH:19]=[CH:18][C:17]=4[O:23][C:24]([CH3:28])([CH3:27])[CH2:25][OH:26])[CH2:14][C:13](=[O:29])[NH:12][CH:11]3[C:30]3[CH:35]=[C:34]([F:36])[CH:33]=[CH:32][C:31]=3[CH3:37])[C:5]2=[CH:4][CH:3]=1.C1N=CN(C(N2C=NC=C2)=O)C=1.[CH3:51][S:52]([NH2:55])(=[O:54])=[O:53].[H-].[Na+]. (7) Given the product [O:4]1[C:8]2[CH:9]=[CH:10][CH:11]=[C:12]([N:13]3[CH2:18][CH2:17][N:16]([CH2:19][CH2:20][C@H:21]4[CH2:26][CH2:25][C@H:24]([NH:27][C:35]([CH:32]5[CH2:33][CH2:34][N:29]([CH3:28])[CH2:30][CH2:31]5)=[O:36])[CH2:23][CH2:22]4)[CH2:15][CH2:14]3)[C:7]=2[O:6][CH2:5]1, predict the reactants needed to synthesize it. The reactants are: Cl.Cl.Cl.[O:4]1[C:8]2[CH:9]=[CH:10][CH:11]=[C:12]([N:13]3[CH2:18][CH2:17][N:16]([CH2:19][CH2:20][C@H:21]4[CH2:26][CH2:25][C@H:24]([NH2:27])[CH2:23][CH2:22]4)[CH2:15][CH2:14]3)[C:7]=2[O:6][CH2:5]1.[CH3:28][N:29]1[CH2:34][CH2:33][CH:32]([C:35](O)=[O:36])[CH2:31][CH2:30]1. (8) Given the product [NH2:11][C:8]1[CH:9]=[C:10]2[C:5](=[CH:6][C:7]=1[N+:15]([O-:17])=[O:16])[N:4]([CH2:21][C:22](=[O:25])[CH2:23][CH3:24])[C:3](=[O:18])[C:2]2([CH3:1])[CH3:19], predict the reactants needed to synthesize it. The reactants are: [CH3:1][C:2]1([CH3:19])[C:10]2[C:5](=[CH:6][C:7]([N+:15]([O-:17])=[O:16])=[C:8]([NH:11]C(=O)C)[CH:9]=2)[NH:4][C:3]1=[O:18].Br[CH2:21][C:22](=[O:25])[CH2:23][CH3:24].C([O-])([O-])=O.[K+].[K+].